Dataset: Reaction yield outcomes from USPTO patents with 853,638 reactions. Task: Predict the reaction yield, written as a fraction of the theoretical maximum amount of product (1.0 means a 100% yield; for example, 0.34 means a 34% yield). (1) The reactants are Cl[N:2]1[C:7]([C:8]2[CH:13]=[CH:12][CH:11]=[CH:10][CH:9]=2)=[CH:6][C:5]([C:14]2[CH:19]=[CH:18][CH:17]=[CH:16][CH:15]=2)=[N:4][CH:3]1[C:20]1[CH:21]=[C:22]([C:32]2[CH:37]=[CH:36][CH:35]=[C:34](Cl)[CH:33]=2)[CH:23]=[C:24]([C:26]2[CH:31]=[CH:30][CH:29]=[CH:28][CH:27]=2)[CH:25]=1.[O:39]1[C:43]2[CH:44]=[CH:45][CH:46]=[CH:47][C:42]=2[CH:41]=[C:40]1B(O)O.[C:51](=[O:54])([O-])[O-].[Cs+].[Cs+].C1(P(C2CCCCC2)[C:64]2[CH:69]=[CH:68]C=C[C:65]=2[C:70]2C(C(C)C)=CC(C(C)C)=[CH:72][C:71]=2C(C)C)CCCCC1. The catalyst is O1CCOCC1.C([O-])(=O)C.[Pd+2].C([O-])(=O)C. The product is [O:39]1[C:43]2[CH:44]=[CH:45][CH:46]=[CH:47][C:42]=2[CH:41]=[C:40]1[C:34]1[CH:33]=[C:32]([C:22]2[CH:21]=[C:20]([C:3]3[N:4]=[C:5]([C:14]4[CH:19]=[CH:18][CH:17]=[CH:16][CH:15]=4)[CH:6]=[C:7]([C:8]4[CH:13]=[CH:12][CH:11]=[CH:10][CH:9]=4)[N:2]=3)[CH:25]=[C:24]([C:26]3[CH:31]=[CH:30][CH:29]=[C:28]([C:68]4[O:54][C:51]5[CH:72]=[CH:71][CH:70]=[CH:65][C:64]=5[CH:69]=4)[CH:27]=3)[CH:23]=2)[CH:37]=[CH:36][CH:35]=1. The yield is 0.250. (2) The reactants are [Cl:1][C:2]1[CH:28]=[CH:27][C:26]([Cl:29])=[CH:25][C:3]=1[C:4]([NH:6][NH:7][C:8](=[O:24])[C:9]1[CH:14]=[CH:13][C:12]([O:15][CH2:16][CH2:17][CH2:18][CH2:19][CH2:20][CH2:21][CH2:22][CH3:23])=[CH:11][CH:10]=1)=O.P(Cl)(Cl)(Cl)=O. No catalyst specified. The product is [Cl:1][C:2]1[CH:28]=[CH:27][C:26]([Cl:29])=[CH:25][C:3]=1[C:4]1[O:24][C:8]([C:9]2[CH:14]=[CH:13][C:12]([O:15][CH2:16][CH2:17][CH2:18][CH2:19][CH2:20][CH2:21][CH2:22][CH3:23])=[CH:11][CH:10]=2)=[N:7][N:6]=1. The yield is 0.890.